Predict the product of the given reaction. From a dataset of Forward reaction prediction with 1.9M reactions from USPTO patents (1976-2016). (1) Given the reactants C([O:8][CH2:9][C@@H:10]1[CH2:14][CH2:13][S:12](=[O:16])(=[O:15])[NH:11]1)C1C=CC=CC=1.Br[C:18]1[CH:23]=[CH:22][C:21]([C:24]([N:26]2[CH2:31][CH2:30][N:29]([C:32]3[CH:37]=[CH:36][C:35]([CH3:38])=[CH:34][C:33]=3[CH3:39])[CH2:28][CH2:27]2)=[O:25])=[CH:20][C:19]=1[F:40], predict the reaction product. The product is: [CH3:39][C:33]1[CH:34]=[C:35]([CH3:38])[CH:36]=[CH:37][C:32]=1[N:29]1[CH2:28][CH2:27][N:26]([C:24]([C:21]2[CH:22]=[CH:23][C:18]([N:11]3[C@H:10]([CH2:9][OH:8])[CH2:14][CH2:13][S:12]3(=[O:15])=[O:16])=[C:19]([F:40])[CH:20]=2)=[O:25])[CH2:31][CH2:30]1. (2) Given the reactants Cl[C:2]1[CH:3]=[C:4]([N:8]2[N:12]=[N:11][C:10]([C:13]3[CH:18]=[CH:17][CH:16]=[CH:15][N:14]=3)=[N:9]2)[CH:5]=[CH:6][CH:7]=1.[F:19]C1C=C(NC2C=CC=CC=2)C=CC=1.N1C=CC=CC=1C=O, predict the reaction product. The product is: [F:19][C:2]1[CH:3]=[C:4]([N:8]2[N:12]=[N:11][C:10]([C:13]3[CH:18]=[CH:17][CH:16]=[CH:15][N:14]=3)=[N:9]2)[CH:5]=[CH:6][CH:7]=1. (3) Given the reactants [C:1]([C:5]1[CH:10]=[CH:9][C:8]([N:11]=[C:12]=[O:13])=[CH:7][CH:6]=1)([CH3:4])([CH3:3])[CH3:2].[C:14]1([C:20]2[CH2:24][C:23]3([CH2:28][CH2:27][NH:26][CH2:25]3)[O:22][N:21]=2)[CH:19]=[CH:18][CH:17]=[CH:16][CH:15]=1.C(N(CC)CC)C.Cl, predict the reaction product. The product is: [C:1]([C:5]1[CH:10]=[CH:9][C:8]([NH:11][C:12]([N:26]2[CH2:27][CH2:28][C:23]3([O:22][N:21]=[C:20]([C:14]4[CH:19]=[CH:18][CH:17]=[CH:16][CH:15]=4)[CH2:24]3)[CH2:25]2)=[O:13])=[CH:7][CH:6]=1)([CH3:4])([CH3:2])[CH3:3]. (4) Given the reactants Br[C:2]1[S:3][C:4]([C:7]2[CH:12]=[CH:11][C:10]([CH:13]=[CH:14][C:15]([O:17][C:18]([CH3:21])([CH3:20])[CH3:19])=[O:16])=[CH:9][C:8]=2[CH3:22])=[N:5][N:6]=1.[C:23]([C:25]1[CH:26]=[C:27](B(O)O)[CH:28]=[CH:29][C:30]=1[F:31])#[N:24].C(=O)([O-])[O-].[Na+].[Na+], predict the reaction product. The product is: [C:23]([C:25]1[CH:26]=[C:27]([N:6]2[N:5]=[C:4]([C:7]3[CH:12]=[CH:11][C:10]([CH:13]=[CH:14][C:15]([O:17][C:18]([CH3:21])([CH3:20])[CH3:19])=[O:16])=[CH:9][C:8]=3[CH3:22])[S:3][CH2:2]2)[CH:28]=[CH:29][C:30]=1[F:31])#[N:24]. (5) Given the reactants [C:1]1([CH2:7][C:8]2[CH:9]=[C:10]3[C:15](=[C:16]([N:18]4[CH2:23][CH2:22][NH:21][CH2:20][CH2:19]4)[CH:17]=2)[N:14]=[C:13]([CH2:24][CH2:25][C:26]([O:28][CH3:29])=[O:27])[CH:12]=[CH:11]3)[CH:6]=[CH:5][CH:4]=[CH:3][CH:2]=1.C(=O)(O)[O-].[Na+].CS(O[CH2:40][CH2:41][C:42]1[CH:47]=[CH:46][C:45]([O:48][CH2:49][CH2:50][CH2:51][N:52]2[CH2:58][CH2:57][CH2:56][CH2:55][CH2:54][CH2:53]2)=[CH:44][CH:43]=1)(=O)=O, predict the reaction product. The product is: [N:52]1([CH2:51][CH2:50][CH2:49][O:48][C:45]2[CH:46]=[CH:47][C:42]([CH2:41][CH2:40][N:21]3[CH2:22][CH2:23][N:18]([C:16]4[CH:17]=[C:8]([CH2:7][C:1]5[CH:6]=[CH:5][CH:4]=[CH:3][CH:2]=5)[CH:9]=[C:10]5[C:15]=4[N:14]=[C:13]([CH2:24][CH2:25][C:26]([O:28][CH3:29])=[O:27])[CH:12]=[CH:11]5)[CH2:19][CH2:20]3)=[CH:43][CH:44]=2)[CH2:58][CH2:57][CH2:56][CH2:55][CH2:54][CH2:53]1.